Dataset: Reaction yield outcomes from USPTO patents with 853,638 reactions. Task: Predict the reaction yield, written as a fraction of the theoretical maximum amount of product (1.0 means a 100% yield; for example, 0.34 means a 34% yield). (1) The reactants are [Si]([O:8][CH:9]1[CH2:12][N:11]([C:13]([C:15]2[S:23][C:22]3[C:17](=[N:18][CH:19]=[CH:20][C:21]=3[O:24][C:25]3[CH:30]=[CH:29][C:28]([NH:31][C:32](=[O:45])[CH2:33][C:34]([NH:36][C:37]4[CH:42]=[CH:41][CH:40]=[CH:39][C:38]=4[O:43][CH3:44])=[O:35])=[CH:27][C:26]=3[F:46])[CH:16]=2)=[O:14])[CH2:10]1)(C(C)(C)C)(C)C.CO. No catalyst specified. The product is [F:46][C:26]1[CH:27]=[C:28]([NH:31][C:32](=[O:45])[CH2:33][C:34]([NH:36][C:37]2[CH:42]=[CH:41][CH:40]=[CH:39][C:38]=2[O:43][CH3:44])=[O:35])[CH:29]=[CH:30][C:25]=1[O:24][C:21]1[CH:20]=[CH:19][N:18]=[C:17]2[CH:16]=[C:15]([C:13]([N:11]3[CH2:10][CH:9]([OH:8])[CH2:12]3)=[O:14])[S:23][C:22]=12. The yield is 0.670. (2) The reactants are [NH2:1][C:2]1[CH:10]=[CH:9][C:5]([C:6]([OH:8])=[O:7])=[CH:4][CH:3]=1.[OH-].[Na+].C([O-])([O-])=O.[Na+].[Na+].Cl[C:20]1[C:25](CC=O)=[C:24]([CH3:29])[CH:23]=[CH:22][C:21]=1[S:30]([O-:33])(=[O:32])=[O:31].C1C[O:37][CH2:36][CH2:35]1. The catalyst is O.C(OCC)C. The product is [S:30]([O:33][CH2:35][C:36]([NH:1][C:2]1[CH:10]=[CH:9][C:5]([C:6]([OH:8])=[O:7])=[CH:4][CH:3]=1)=[O:37])([C:21]1[CH:20]=[CH:25][C:24]([CH3:29])=[CH:23][CH:22]=1)(=[O:31])=[O:32]. The yield is 0.620. (3) The reactants are [CH3:1][O:2][C:3]1[CH:9]=[CH:8][C:7]([O:10][CH3:11])=[CH:6][C:4]=1N.[CH3:12][CH2:13][N:14](C(C)C)C(C)C.C(OC(=O)C)(=[O:23])C. The catalyst is C(Cl)(Cl)Cl. The product is [CH3:1][O:2][C:3]1[CH:9]=[CH:8][C:7]([O:10][CH3:11])=[CH:6][C:4]=1[CH2:12][C:13]([NH2:14])=[O:23]. The yield is 1.00. (4) The reactants are [Cl:1][C:2]1[CH:7]=[CH:6][CH:5]=[CH:4][C:3]=1[C:8]1[N:9]([CH2:26][C:27]2[N:32]=[C:31]([NH2:33])[CH:30]=[CH:29][CH:28]=2)[C:10]([C:13]2[CH:18]=[CH:17][C:16]([O:19][C:20]3[CH:25]=[CH:24][CH:23]=[CH:22][CH:21]=3)=[CH:15][CH:14]=2)=[CH:11][CH:12]=1.Cl. The catalyst is C(OCC)C.C(O)C. The product is [ClH:1].[Cl:1][C:2]1[CH:7]=[CH:6][CH:5]=[CH:4][C:3]=1[C:8]1[N:9]([CH2:26][C:27]2[N:32]=[C:31]([NH2:33])[CH:30]=[CH:29][CH:28]=2)[C:10]([C:13]2[CH:14]=[CH:15][C:16]([O:19][C:20]3[CH:25]=[CH:24][CH:23]=[CH:22][CH:21]=3)=[CH:17][CH:18]=2)=[CH:11][CH:12]=1. The yield is 0.780. (5) The reactants are [NH2:1][C:2]([C:4]1[S:8][C:7]([N:9]2[C:13]3[CH:14]=[C:15]([O:18][CH2:19][CH:20]4[CH2:25][CH2:24][N:23](C(OC(C)(C)C)=O)[CH2:22][CH2:21]4)[CH:16]=[CH:17][C:12]=3[N:11]=[CH:10]2)=[CH:6][C:5]=1[O:33][CH2:34][C:35]1[CH:40]=[CH:39][CH:38]=[CH:37][C:36]=1[C:41]([F:44])([F:43])[F:42])=[O:3].Cl. The catalyst is CO. The product is [NH:23]1[CH2:22][CH2:21][CH:20]([CH2:19][O:18][C:15]2[CH:16]=[CH:17][C:12]3[N:11]=[CH:10][N:9]([C:7]4[S:8][C:4]([C:2]([NH2:1])=[O:3])=[C:5]([O:33][CH2:34][C:35]5[CH:40]=[CH:39][CH:38]=[CH:37][C:36]=5[C:41]([F:42])([F:44])[F:43])[CH:6]=4)[C:13]=3[CH:14]=2)[CH2:25][CH2:24]1. The yield is 0.870. (6) The reactants are C[Si](C)(C)CCOC[N:7]1[C:11]2[N:12]=[CH:13][N:14]=[C:15]([C:16]3[CH:17]=[N:18][N:19]([C@@H:21]([CH3:25])[CH2:22][C:23]#[N:24])[CH:20]=3)[C:10]=2[CH:9]=[CH:8]1.C(#N)C.F[B-](F)(F)F.[Li+].[OH-].[NH4+]. The catalyst is O. The product is [N:12]1[C:11]2[NH:7][CH:8]=[CH:9][C:10]=2[C:15]([C:16]2[CH:17]=[N:18][N:19]([C@@H:21]([CH3:25])[CH2:22][C:23]#[N:24])[CH:20]=2)=[N:14][CH:13]=1. The yield is 0.790.